From a dataset of Reaction yield outcomes from USPTO patents with 853,638 reactions. Predict the reaction yield, written as a fraction of the theoretical maximum amount of product (1.0 means a 100% yield; for example, 0.34 means a 34% yield). (1) The reactants are [Cl:1][C:2]1[CH:7]=[C:6]([Cl:8])[CH:5]=[CH:4][C:3]=1B(O)O.I[C:13]1[CH:14]=[C:15]([CH:17]=[CH:18][CH:19]=1)[NH2:16].C(=O)([O-])[O-].[Na+].[Na+].C1(C)C=CC=CC=1. The product is [Cl:1][C:2]1[CH:7]=[C:6]([Cl:8])[CH:5]=[CH:4][C:3]=1[C:13]1[CH:14]=[C:15]([CH:17]=[CH:18][CH:19]=1)[NH2:16]. The yield is 0.360. The catalyst is [Pd].C1(P(C2C=CC=CC=2)C2C=CC=CC=2)C=CC=CC=1.C1(P(C2C=CC=CC=2)C2C=CC=CC=2)C=CC=CC=1.C1(P(C2C=CC=CC=2)C2C=CC=CC=2)C=CC=CC=1.C1(P(C2C=CC=CC=2)C2C=CC=CC=2)C=CC=CC=1.O.C(O)C. (2) The catalyst is CN(C=O)C. The reactants are [CH3:1][O:2][C:3]1[CH:8]=[CH:7][C:6]([OH:9])=[CH:5][CH:4]=1.Cl[C:11]1[C:20]2[C:15](=[CH:16][CH:17]=[CH:18][CH:19]=2)[N:14]=[CH:13][N:12]=1.[H-].[Na+]. The yield is 0.890. The product is [CH3:1][O:2][C:3]1[CH:8]=[CH:7][C:6]([O:9][C:11]2[C:20]3[C:15](=[CH:16][CH:17]=[CH:18][CH:19]=3)[N:14]=[CH:13][N:12]=2)=[CH:5][CH:4]=1.